From a dataset of Choline transporter screen with 302,306 compounds. Binary Classification. Given a drug SMILES string, predict its activity (active/inactive) in a high-throughput screening assay against a specified biological target. (1) The molecule is o1nc(c([N+]([O-])=O)c1C(C)C)C(=O)NCc1ncccc1. The result is 0 (inactive). (2) The drug is n1(C23CC4CC(C2)CC(C3)C4)ccnc1. The result is 1 (active). (3) The compound is Clc1c(S(=O)(=O)N2CCC(CC2)C(OCC(=O)N2C(CCCC2C)C)=O)c(Cl)ccc1. The result is 0 (inactive). (4) The compound is s1c(C(N(Cc2sccc2)C(=O)c2nnsc2)C(=O)NC(C)(C)C)ccc1. The result is 0 (inactive). (5) The drug is Clc1c(NNc2c3c(nc4c2cccc4)cccc3)c(Cl)cnc1. The result is 0 (inactive). (6) The drug is O(c1ccc(c2n(nnc2C(=O)N\N=C\c2ccc(OCC)cc2)c2nonc2N)cc1)CC. The result is 0 (inactive). (7) The drug is Clc1cc(NC2N(C(=O)c3c2cccc3)c2nccc(c2)C)c(OC)cc1OC. The result is 0 (inactive). (8) The molecule is O=C(NCCCn1ccnc1)c1c(NC(=O)c2ccccc2)cccc1. The result is 1 (active).